This data is from Catalyst prediction with 721,799 reactions and 888 catalyst types from USPTO. The task is: Predict which catalyst facilitates the given reaction. Reactant: [H-].[H-].[H-].[H-].[Li+].[Al+3].[CH3:7][N:8]([CH3:22])[C:9](=O)[CH2:10][CH:11]1[CH2:19][C:18]2[C:13](=[CH:14][CH:15]=[CH:16][CH:17]=2)[C:12]1=[O:20]. Product: [CH3:22][N:8]([CH3:7])[CH2:9][CH2:10][CH:11]1[CH2:19][C:18]2[C:13](=[CH:14][CH:15]=[CH:16][CH:17]=2)[CH:12]1[OH:20]. The catalyst class is: 1.